Dataset: Full USPTO retrosynthesis dataset with 1.9M reactions from patents (1976-2016). Task: Predict the reactants needed to synthesize the given product. Given the product [F:35][C:23]([F:22])([F:34])[C:24]1[CH:25]=[C:26]([S:30]([NH:1][C:2]2[CH:3]=[C:4]([C:8]3[CH:16]=[C:15]4[C:11]([C:12]([C:17]([O:19][CH2:20][CH3:21])=[O:18])=[N:13][NH:14]4)=[CH:10][CH:9]=3)[CH:5]=[CH:6][CH:7]=2)(=[O:31])=[O:32])[CH:27]=[CH:28][CH:29]=1, predict the reactants needed to synthesize it. The reactants are: [NH2:1][C:2]1[CH:3]=[C:4]([C:8]2[CH:16]=[C:15]3[C:11]([C:12]([C:17]([O:19][CH2:20][CH3:21])=[O:18])=[N:13][NH:14]3)=[CH:10][CH:9]=2)[CH:5]=[CH:6][CH:7]=1.[F:22][C:23]([F:35])([F:34])[C:24]1[CH:25]=[C:26]([S:30](Cl)(=[O:32])=[O:31])[CH:27]=[CH:28][CH:29]=1.